From a dataset of Full USPTO retrosynthesis dataset with 1.9M reactions from patents (1976-2016). Predict the reactants needed to synthesize the given product. (1) Given the product [C:1]([O:5][C:6]([N:8]([O:33][C:34]([O:36][C:37]([CH3:40])([CH3:39])[CH3:38])=[O:35])[CH2:9][CH2:10][CH2:11][C:12]1[C:17]([C:18]([O:20][CH3:21])=[O:19])=[N:16][CH:15]=[C:14]2[N:22]([CH2:25][C:26]3[CH:27]=[CH:28][C:29]([F:32])=[CH:30][CH:31]=3)[CH:23]=[CH:24][C:13]=12)=[O:7])([CH3:3])([CH3:4])[CH3:2], predict the reactants needed to synthesize it. The reactants are: [C:1]([O:5][C:6]([N:8]([O:33][C:34]([O:36][C:37]([CH3:40])([CH3:39])[CH3:38])=[O:35])[CH2:9][C:10]#[C:11][C:12]1[C:17]([C:18]([O:20][CH3:21])=[O:19])=[N:16][CH:15]=[C:14]2[N:22]([CH2:25][C:26]3[CH:31]=[CH:30][C:29]([F:32])=[CH:28][CH:27]=3)[CH:23]=[CH:24][C:13]=12)=[O:7])([CH3:4])([CH3:3])[CH3:2].[H][H]. (2) Given the product [CH3:24][O:25][C:26]1[CH:27]=[CH:28][C:29]([N+:46]([O-:48])=[O:47])=[C:30]([C:32]([C:34]2[CH:35]=[C:36]([O:44][CH3:45])[C:37]([O:42][CH3:43])=[C:38]([O:40][CH3:41])[CH:39]=2)=[O:33])[CH:31]=1, predict the reactants needed to synthesize it. The reactants are: COC1C=CC(C(C2C=CC(OC)=C(OC)C=2)=O)=CC=1[N+]([O-])=O.[CH3:24][O:25][C:26]1[CH:27]=[CH:28][C:29]([N+:46]([O-:48])=[O:47])=[C:30]([CH:32]([C:34]2[CH:39]=[C:38]([O:40][CH3:41])[C:37]([O:42][CH3:43])=[C:36]([O:44][CH3:45])[CH:35]=2)[OH:33])[CH:31]=1.[Cr](Cl)([O-])(=O)=O.[NH+]1C=CC=CC=1. (3) Given the product [Br:35][C:36]1[CH:43]=[CH:42][C:39]([CH2:40][N:9]2[C:22]3[CH:21]=[C:20]([Cl:19])[C:28]([Cl:29])=[CH:27][C:26]=3[N:25]=[C:24]2[CH2:30][C:31]([F:32])([F:33])[F:34])=[CH:38][CH:37]=1, predict the reactants needed to synthesize it. The reactants are: [H-].[Na+].ClC1C2N=C(CC(F)(F)F)[N:9](Cl)C=2C=CC=1.[Cl:19][C:20]1[CH:21]=[C:22]2[C:26](=[CH:27][C:28]=1[Cl:29])[NH:25][C:24]([CH2:30][C:31]([F:34])([F:33])[F:32])=C2.[Br:35][C:36]1[CH:43]=[CH:42][C:39]([CH2:40]Br)=[CH:38][CH:37]=1.[I-].[K+].[NH4+].[Cl-]. (4) Given the product [C:1]([O:5][C:6](=[O:31])[CH2:7][O:8][C:9]1[CH:14]=[CH:13][C:12]([Cl:15])=[CH:11][C:10]=1[C:16]#[C:17][C:18]1[CH:23]=[C:22]([S:24]([CH2:27][CH:28]([CH3:32])[CH3:29])(=[O:25])=[O:26])[CH:21]=[CH:20][C:19]=1[F:30])([CH3:2])([CH3:4])[CH3:3], predict the reactants needed to synthesize it. The reactants are: [C:1]([O:5][C:6](=[O:31])[CH2:7][O:8][C:9]1[CH:14]=[CH:13][C:12]([Cl:15])=[CH:11][C:10]=1[C:16]#[C:17][C:18]1[CH:23]=[C:22]([S:24]([CH2:27][CH2:28][CH3:29])(=[O:26])=[O:25])[CH:21]=[CH:20][C:19]=1[F:30])([CH3:4])([CH3:3])[CH3:2].[C:32](OC(=O)COC1C=CC(Cl)=CC=1C#C)(C)(C)C.BrC1C=C(S(CC(C)C)(=O)=O)C=CC=1F. (5) Given the product [NH2:1][C:4]1[C:12]2[N:11]=[C:10]([C:13]3[C:14](=[O:27])[NH:15][CH:16]=[CH:17][C:18]=3[NH:19][CH2:20][C:21]3[CH:26]=[CH:25][CH:24]=[CH:23][N:22]=3)[NH:9][C:8]=2[CH:7]=[CH:6][CH:5]=1, predict the reactants needed to synthesize it. The reactants are: [N+:1]([C:4]1[C:12]2[N:11]=[C:10]([C:13]3[C:14](=[O:27])[NH:15][CH:16]=[CH:17][C:18]=3[NH:19][CH2:20][C:21]3[CH:26]=[CH:25][CH:24]=[CH:23][N:22]=3)[NH:9][C:8]=2[CH:7]=[CH:6][CH:5]=1)([O-])=O.[H][H].